Dataset: Catalyst prediction with 721,799 reactions and 888 catalyst types from USPTO. Task: Predict which catalyst facilitates the given reaction. (1) Reactant: [C:1]([O:8][CH3:9])(=[O:7])[CH2:2][C:3]([O:5][CH3:6])=[O:4].C(N(CC)CC)C.C1(C)C=CC(S([N:26]=[N+:27]=[N-])(=O)=O)=CC=1. Product: [CH3:6][O:5][C:3](=[O:4])[C:2](=[N+:26]=[N-:27])[C:1]([O:8][CH3:9])=[O:7]. The catalyst class is: 23. (2) Reactant: CC1(C)C(C)(C)OB([C:9]2[CH2:10][CH2:11][N:12]([C:15]([O:17][C:18]([CH3:21])([CH3:20])[CH3:19])=[O:16])[CH2:13][CH:14]=2)O1.C([O-])([O-])=O.[K+].[K+].Br[C:30]1[C:31]([F:43])=[CH:32][C:33]([F:42])=[C:34]([NH:36][C:37](=[O:41])[CH:38]([CH3:40])[CH3:39])[CH:35]=1. Product: [F:43][C:31]1[CH:32]=[C:33]([F:42])[C:34]([NH:36][C:37](=[O:41])[CH:38]([CH3:39])[CH3:40])=[CH:35][C:30]=1[C:9]1[CH2:10][CH2:11][N:12]([C:15]([O:17][C:18]([CH3:19])([CH3:20])[CH3:21])=[O:16])[CH2:13][CH:14]=1. The catalyst class is: 3.